From a dataset of Peptide-MHC class II binding affinity with 134,281 pairs from IEDB. Regression. Given a peptide amino acid sequence and an MHC pseudo amino acid sequence, predict their binding affinity value. This is MHC class II binding data. (1) The peptide sequence is IGSFFYFPSIGMQRT. The MHC is DRB1_0405 with pseudo-sequence DRB1_0405. The binding affinity (normalized) is 1.00. (2) The MHC is DRB1_1602 with pseudo-sequence DRB1_1602. The binding affinity (normalized) is 0.115. The peptide sequence is PTIGVGGNFAGGGFG. (3) The peptide sequence is VAWQVKLLPVPPTVT. The MHC is HLA-DQA10102-DQB10602 with pseudo-sequence HLA-DQA10102-DQB10602. The binding affinity (normalized) is 0.459. (4) The peptide sequence is AVDGRFAVPQILGDE. The MHC is HLA-DPA10201-DPB11401 with pseudo-sequence HLA-DPA10201-DPB11401. The binding affinity (normalized) is 0.0894. (5) The peptide sequence is QKFVDTILSENGVVA. The MHC is DRB4_0101 with pseudo-sequence DRB4_0103. The binding affinity (normalized) is 0.240. (6) The peptide sequence is CAKFTCAKSMSLFEVKK. The MHC is HLA-DQA10201-DQB10301 with pseudo-sequence HLA-DQA10201-DQB10301. The binding affinity (normalized) is 0.787. (7) The peptide sequence is VAVSEGKPTEKHIQI. The MHC is HLA-DPA10201-DPB10101 with pseudo-sequence HLA-DPA10201-DPB10101. The binding affinity (normalized) is 0.0333. (8) The peptide sequence is RDLLLIVTRIVELLGR. The MHC is HLA-DPA10103-DPB10301 with pseudo-sequence HLA-DPA10103-DPB10301. The binding affinity (normalized) is 0.259. (9) The peptide sequence is DLLIEALSAMMLDRL. The MHC is H-2-IAb with pseudo-sequence H-2-IAb. The binding affinity (normalized) is 0.110. (10) The peptide sequence is AAATAGTTVYGAFAF. The MHC is HLA-DPA10103-DPB10401 with pseudo-sequence HLA-DPA10103-DPB10401. The binding affinity (normalized) is 0.216.